This data is from Forward reaction prediction with 1.9M reactions from USPTO patents (1976-2016). The task is: Predict the product of the given reaction. Given the reactants [Br:1][C:2]1[CH:9]=[CH:8][C:5]([CH2:6]Br)=[CH:4][CH:3]=1.[CH:10]([CH:13]1[O:18][CH2:17][CH2:16][NH:15][CH2:14]1)([CH3:12])[CH3:11].C(=O)([O-])[O-].[K+].[K+], predict the reaction product. The product is: [Br:1][C:2]1[CH:9]=[CH:8][C:5]([CH2:6][N:15]2[CH2:16][CH2:17][O:18][CH:13]([CH:10]([CH3:12])[CH3:11])[CH2:14]2)=[CH:4][CH:3]=1.